Dataset: Peptide-MHC class II binding affinity with 134,281 pairs from IEDB. Task: Regression. Given a peptide amino acid sequence and an MHC pseudo amino acid sequence, predict their binding affinity value. This is MHC class II binding data. (1) The peptide sequence is LLIDVVTYLVALIPE. The MHC is HLA-DPA10103-DPB10401 with pseudo-sequence HLA-DPA10103-DPB10401. The binding affinity (normalized) is 0.115. (2) The MHC is DRB1_1602 with pseudo-sequence DRB1_1602. The binding affinity (normalized) is 0.422. The peptide sequence is YAAALVAMPTLAELA. (3) The peptide sequence is PGDSLAEVELRQHGS. The MHC is DRB4_0101 with pseudo-sequence DRB4_0103. The binding affinity (normalized) is 0.397. (4) The peptide sequence is GEGIPLYDAIKCMRT. The MHC is DRB3_0101 with pseudo-sequence DRB3_0101. The binding affinity (normalized) is 0.454. (5) The peptide sequence is LWEVKSAKPLTGPMN. The MHC is DRB1_0301 with pseudo-sequence DRB1_0301. The binding affinity (normalized) is 0.430. (6) The peptide sequence is NSVIQALTSLGLLYT. The MHC is DRB5_0101 with pseudo-sequence DRB5_0101. The binding affinity (normalized) is 0.769. (7) The peptide sequence is VLIWVGINTRNMTMSK. The MHC is HLA-DQA10501-DQB10302 with pseudo-sequence HLA-DQA10501-DQB10302. The binding affinity (normalized) is 0.319. (8) The peptide sequence is DQEYHRLIHSLSKTS. The MHC is DRB1_1101 with pseudo-sequence DRB1_1101. The binding affinity (normalized) is 1.00.